This data is from Full USPTO retrosynthesis dataset with 1.9M reactions from patents (1976-2016). The task is: Predict the reactants needed to synthesize the given product. (1) Given the product [Cl:8][C:9]1[CH:10]=[CH:11][C:12]([C:15]2[N:16]([CH3:21])[C:17]([C:5](=[O:6])[CH2:4][CH:1]3[CH2:3][CH2:2]3)=[CH:18][C:19]=2[CH3:20])=[CH:13][CH:14]=1, predict the reactants needed to synthesize it. The reactants are: [CH:1]1([CH2:4][C:5](Cl)=[O:6])[CH2:3][CH2:2]1.[Cl:8][C:9]1[CH:14]=[CH:13][C:12]([C:15]2[N:16]([CH3:21])[CH:17]=[CH:18][C:19]=2[CH3:20])=[CH:11][CH:10]=1. (2) Given the product [F:1][C:2]1[CH:3]=[C:4]([C:9]2([O:14][CH3:15])[CH2:13][CH2:12][N:11]([CH2:23][CH2:24][CH3:25])[CH2:10]2)[CH:5]=[CH:6][C:7]=1[F:8], predict the reactants needed to synthesize it. The reactants are: [F:1][C:2]1[CH:3]=[C:4]([C:9]2([O:14][CH3:15])[CH2:13][CH2:12][NH:11][CH2:10]2)[CH:5]=[CH:6][C:7]=1[F:8].C(N(CC)CC)C.[CH2:23](I)[CH2:24][CH3:25]. (3) Given the product [F:73][C:67]1[CH:68]=[CH:69][CH:70]=[C:71]([F:72])[C:66]=1[C:65]([NH:64][C:60]1[CH:61]=[CH:62][CH:63]=[C:58]([C:50]2[C:49]([C:47]3[CH:46]=[CH:45][N:44]=[C:43]([NH:87][C:83]4[CH:84]=[CH:85][CH:86]=[C:81]([CH:79]([S:76]([CH3:75])(=[O:78])=[O:77])[CH3:80])[CH:82]=4)[N:48]=3)=[C:53]3[CH:54]=[CH:55][CH:56]=[CH:57][N:52]3[N:51]=2)[CH:59]=1)=[O:74], predict the reactants needed to synthesize it. The reactants are: C1C2C(=CC=C(NC3N=C(C4C(C5C=C(NC(=O)C6C=CC=CC=6)C=CC=5)=NN5C=CC=CC=45)C=CN=3)C=2)CCN1.Cl[C:43]1[N:48]=[C:47]([C:49]2[C:50]([C:58]3[CH:59]=[C:60]([NH:64][C:65](=[O:74])[C:66]4[C:71]([F:72])=[CH:70][CH:69]=[CH:68][C:67]=4[F:73])[CH:61]=[CH:62][CH:63]=3)=[N:51][N:52]3[CH:57]=[CH:56][CH:55]=[CH:54][C:53]=23)[CH:46]=[CH:45][N:44]=1.[CH3:75][S:76]([CH:79]([C:81]1[CH:82]=[C:83]([NH2:87])[CH:84]=[CH:85][CH:86]=1)[CH3:80])(=[O:78])=[O:77]. (4) Given the product [CH2:12]([O:10][C:9](=[O:11])[CH2:8][CH2:7][CH2:6][CH2:5][CH2:4][CH2:3][CH2:2][Br:1])[C:13]1[CH:18]=[CH:17][CH:16]=[CH:15][CH:14]=1, predict the reactants needed to synthesize it. The reactants are: [Br:1][CH2:2][CH2:3][CH2:4][CH2:5][CH2:6][CH2:7][CH2:8][C:9]([OH:11])=[O:10].[CH2:12](O)[C:13]1[CH:18]=[CH:17][CH:16]=[CH:15][CH:14]=1.C1(N=C=NC2CCCCC2)CCCCC1.